The task is: Predict the product of the given reaction.. This data is from Forward reaction prediction with 1.9M reactions from USPTO patents (1976-2016). (1) The product is: [I:18][C:19]1[CH:24]=[CH:23][C:22]([S:25]([NH:13][CH2:11][C:6]2[CH:7]=[CH:8][N:3]=[CH:4][N:5]=2)(=[O:27])=[O:26])=[CH:21][CH:20]=1. Given the reactants Cl.Cl.[N:3]1[CH:8]=[CH:7][C:6](NC)=[N:5][CH:4]=1.[CH2:11]([N:13](CC)CC)C.[I:18][C:19]1[CH:24]=[CH:23][C:22]([S:25](Cl)(=[O:27])=[O:26])=[CH:21][CH:20]=1, predict the reaction product. (2) Given the reactants Br[C:2]1[CH:7]=[CH:6][C:5]([CH2:8][C:9]([O:11][CH3:12])=[O:10])=[C:4]([CH2:13][CH3:14])[CH:3]=1.CC1(C)C(C)(C)OB([C:23]2[CH:28]=[CH:27][C:26]([OH:29])=[CH:25][CH:24]=2)O1, predict the reaction product. The product is: [CH2:13]([C:4]1[CH:3]=[C:2]([C:23]2[CH:28]=[CH:27][C:26]([OH:29])=[CH:25][CH:24]=2)[CH:7]=[CH:6][C:5]=1[CH2:8][C:9]([O:11][CH3:12])=[O:10])[CH3:14]. (3) Given the reactants [CH3:1][C:2]1[CH:3]=[C:4]([C:19]2[S:23][C:22]([C:24]3([C:34]#[N:35])[CH2:33][CH2:32][C:27]4([O:31][CH2:30][CH2:29][O:28]4)[CH2:26][CH2:25]3)=[N:21][CH:20]=2)[CH:5]=[C:6]([NH:8][C:9]2[N:14]=[C:13]([C:15]([F:18])([F:17])[F:16])[CH:12]=[CH:11][N:10]=2)[CH:7]=1.C(=O)([O-])[O-:37].[K+].[K+].OO, predict the reaction product. The product is: [CH3:1][C:2]1[CH:3]=[C:4]([C:19]2[S:23][C:22]([C:24]3([C:34]([NH2:35])=[O:37])[CH2:25][CH2:26][C:27]4([O:28][CH2:29][CH2:30][O:31]4)[CH2:32][CH2:33]3)=[N:21][CH:20]=2)[CH:5]=[C:6]([NH:8][C:9]2[N:14]=[C:13]([C:15]([F:17])([F:18])[F:16])[CH:12]=[CH:11][N:10]=2)[CH:7]=1.